Dataset: NCI-60 drug combinations with 297,098 pairs across 59 cell lines. Task: Regression. Given two drug SMILES strings and cell line genomic features, predict the synergy score measuring deviation from expected non-interaction effect. (1) Drug 1: C1CC2CC3=C(CC1C24CN(S(=O)(=O)N4)CC(F)(F)F)C=CC(=C3)C=CCN5CCC(CC5)C(F)(F)F. Drug 2: C1=CN(C(=O)N=C1N)C2C(C(C(O2)CO)O)(F)F. Cell line: SW-620. Synergy scores: CSS=54.0, Synergy_ZIP=0.938, Synergy_Bliss=0.416, Synergy_Loewe=-21.9, Synergy_HSA=1.36. (2) Drug 1: C1=NC2=C(N=C(N=C2N1C3C(C(C(O3)CO)O)O)F)N. Drug 2: C1C(C(OC1N2C=NC(=NC2=O)N)CO)O. Cell line: HCT116. Synergy scores: CSS=24.5, Synergy_ZIP=6.71, Synergy_Bliss=13.9, Synergy_Loewe=-0.307, Synergy_HSA=10.4. (3) Drug 1: COC1=C(C=C2C(=C1)N=CN=C2NC3=CC(=C(C=C3)F)Cl)OCCCN4CCOCC4. Drug 2: CC1=CC2C(CCC3(C2CCC3(C(=O)C)OC(=O)C)C)C4(C1=CC(=O)CC4)C. Cell line: OVCAR-8. Synergy scores: CSS=28.1, Synergy_ZIP=2.54, Synergy_Bliss=0.954, Synergy_Loewe=-20.3, Synergy_HSA=0.0429. (4) Drug 1: CC(CN1CC(=O)NC(=O)C1)N2CC(=O)NC(=O)C2. Drug 2: CN(C)N=NC1=C(NC=N1)C(=O)N. Cell line: HOP-62. Synergy scores: CSS=8.47, Synergy_ZIP=-0.0195, Synergy_Bliss=7.68, Synergy_Loewe=-0.265, Synergy_HSA=4.41. (5) Drug 1: B(C(CC(C)C)NC(=O)C(CC1=CC=CC=C1)NC(=O)C2=NC=CN=C2)(O)O. Drug 2: CC1C(C(CC(O1)OC2CC(CC3=C2C(=C4C(=C3O)C(=O)C5=CC=CC=C5C4=O)O)(C(=O)C)O)N)O. Cell line: SNB-75. Synergy scores: CSS=80.8, Synergy_ZIP=4.93, Synergy_Bliss=4.68, Synergy_Loewe=9.96, Synergy_HSA=11.4.